This data is from Full USPTO retrosynthesis dataset with 1.9M reactions from patents (1976-2016). The task is: Predict the reactants needed to synthesize the given product. (1) Given the product [Cl:34][C:20]1[C:21]([NH:23][C:24]2[CH:33]=[CH:32][CH:31]=[CH:30][C:25]=2[C:26]([NH:28][CH3:29])=[O:27])=[N:22][C:17]([NH:1][C:2]2[CH:3]=[CH:4][C:5]3[CH2:11][CH2:10][C:9](=[O:12])[CH2:8][CH2:7][C:6]=3[C:13]=2[O:14][CH3:15])=[N:18][CH:19]=1, predict the reactants needed to synthesize it. The reactants are: [NH2:1][C:2]1[CH:3]=[CH:4][C:5]2[CH2:11][CH2:10][C:9](=[O:12])[CH2:8][CH2:7][C:6]=2[C:13]=1[O:14][CH3:15].Cl[C:17]1[N:22]=[C:21]([NH:23][C:24]2[CH:33]=[CH:32][CH:31]=[CH:30][C:25]=2[C:26]([NH:28][CH3:29])=[O:27])[C:20]([Cl:34])=[CH:19][N:18]=1. (2) The reactants are: I[C:2]1[C:10]2[C:5](=[CH:6][CH:7]=[C:8]([NH:11][S:12]([C:15]3[CH:20]=[CH:19][CH:18]=[CH:17][C:16]=3[S:21]([CH3:24])(=[O:23])=[O:22])(=[O:14])=[O:13])[CH:9]=2)[N:4](C(OC(C)(C)C)=O)[N:3]=1.[N:32]1[C:41]2[C:36](=[CH:37][CH:38]=[CH:39][C:40]=2B(O)O)[CH:35]=[CH:34][CH:33]=1.C(=O)([O-])O.[Na+]. Given the product [CH3:24][S:21]([C:16]1[CH:17]=[CH:18][CH:19]=[CH:20][C:15]=1[S:12]([NH:11][C:8]1[CH:9]=[C:10]2[C:5](=[CH:6][CH:7]=1)[NH:4][N:3]=[C:2]2[C:40]1[CH:39]=[CH:38][CH:37]=[C:36]2[C:41]=1[N:32]=[CH:33][CH:34]=[CH:35]2)(=[O:14])=[O:13])(=[O:22])=[O:23], predict the reactants needed to synthesize it.